Dataset: Forward reaction prediction with 1.9M reactions from USPTO patents (1976-2016). Task: Predict the product of the given reaction. (1) Given the reactants [N-:1]=[N+:2]=[N-:3].[Na+].O.CS(O[C:11]1[CH:18]=[CH:17][C:14]([C:15]#[N:16])=[CH:13][C:12]=1[CH3:19])(=O)=O.[CH3:20]N(C=O)C, predict the reaction product. The product is: [N:1]([CH2:20][C:11]1[CH:18]=[CH:17][C:14]([C:15]#[N:16])=[CH:13][C:12]=1[CH3:19])=[N+:2]=[N-:3]. (2) Given the reactants C1(C)C=CC(S([N:10]2[CH2:16][CH2:15][CH2:14][C:13](=[O:17])[C:12]3[CH:18]=[CH:19][CH:20]=[CH:21][C:11]2=3)(=O)=O)=CC=1.[OH-].[Na+], predict the reaction product. The product is: [NH:10]1[CH2:16][CH2:15][CH2:14][C:13](=[O:17])[C:12]2[CH:18]=[CH:19][CH:20]=[CH:21][C:11]1=2.